Dataset: Forward reaction prediction with 1.9M reactions from USPTO patents (1976-2016). Task: Predict the product of the given reaction. (1) Given the reactants [NH2:1][C:2]1[C:3](=[O:22])[N:4]([CH2:14][C:15]2[CH:20]=[CH:19][CH:18]=[CH:17][C:16]=2[F:21])[C:5](=[O:13])[N:6]([CH2:9][CH2:10][CH2:11][CH3:12])[C:7]=1N.[N:23]1[CH:28]=[CH:27][CH:26]=[CH:25][C:24]=1[NH:29][S:30]([C:33]1[CH:38]=[CH:37][C:36]([CH2:39][C:40](O)=[O:41])=[CH:35][CH:34]=1)(=[O:32])=[O:31].C(N(CC)C(C)C)(C)C.F[B-](F)(F)F.N1(OC(N(C)C)=[N+](C)C)C2C=CC=CC=2N=N1.Cl, predict the reaction product. The product is: [CH2:9]([N:6]1[CH:7]=[C:2]([NH:1][C:40](=[O:41])[CH2:39][C:36]2[CH:35]=[CH:34][C:33]([S:30](=[O:31])(=[O:32])[NH:29][C:24]3[CH:25]=[CH:26][CH:27]=[CH:28][N:23]=3)=[CH:38][CH:37]=2)[C:3](=[O:22])[N:4]([CH2:14][C:15]2[CH:20]=[CH:19][CH:18]=[CH:17][C:16]=2[F:21])[C:5]1=[O:13])[CH2:10][CH2:11][CH3:12]. (2) Given the reactants [Cl:1][C:2]1[S:6][C:5]([C:7]([NH:9][CH:10]([CH2:15][O:16][CH2:17][CH2:18][O:19][CH3:20])[C:11]([O:13]C)=O)=[O:8])=[CH:4][CH:3]=1.[OH-].[Li+].[CH3:23][N:24]1[CH2:30][CH2:29][C:28]2[CH:31]=[C:32]([NH2:35])[CH:33]=[CH:34][C:27]=2[CH2:26][CH2:25]1.CCOC1N(C(OCC)=O)C2C(=CC=CC=2)C=C1, predict the reaction product. The product is: [CH3:20][O:19][CH2:18][CH2:17][O:16][CH2:15][CH:10]([NH:9][C:7]([C:5]1[S:6][C:2]([Cl:1])=[CH:3][CH:4]=1)=[O:8])[C:11](=[O:13])[NH:35][C:32]1[CH:33]=[CH:34][C:27]2[CH2:26][CH2:25][N:24]([CH3:23])[CH2:30][CH2:29][C:28]=2[CH:31]=1. (3) Given the reactants [F:1][C:2]1[CH:3]=[C:4]([CH:7]=[CH:8][CH:9]=1)[CH2:5]Cl.[F:10][C:11]1[CH:20]=[CH:19][CH:18]=[C:17]2[C:12]=1[C:13]([NH:21][C:22]1[CH:23]=[C:24]3[C:28](=[CH:29][CH:30]=1)[NH:27][N:26]=[CH:25]3)=[N:14][CH:15]=[N:16]2, predict the reaction product. The product is: [F:10][C:11]1[CH:20]=[CH:19][CH:18]=[C:17]2[C:12]=1[C:13]([NH:21][C:22]1[CH:23]=[C:24]3[C:28](=[CH:29][CH:30]=1)[N:27]([CH2:5][C:4]1[CH:7]=[CH:8][CH:9]=[C:2]([F:1])[CH:3]=1)[N:26]=[CH:25]3)=[N:14][CH:15]=[N:16]2. (4) Given the reactants [O:1]=[C:2]1[NH:7][C:6]2[CH:8]=[C:9]([C:12]([OH:14])=O)[CH:10]=[CH:11][C:5]=2[O:4][CH2:3]1.C(P1(=O)OP(CCC)(=O)OP(CCC)(=O)O1)CC.C(OCC)(=O)C.CCN(C(C)C)C(C)C.[F:48][C:49]1[CH:63]=[CH:62][C:52]2[NH:53][C@@H:54]([CH2:57][C:58]([NH:60][CH3:61])=[O:59])[CH2:55][O:56][C:51]=2[CH:50]=1, predict the reaction product. The product is: [F:48][C:49]1[CH:63]=[CH:62][C:52]2[N:53]([C:12]([C:9]3[CH:10]=[CH:11][C:5]4[O:4][CH2:3][C:2](=[O:1])[NH:7][C:6]=4[CH:8]=3)=[O:14])[C@@H:54]([CH2:57][C:58]([NH:60][CH3:61])=[O:59])[CH2:55][O:56][C:51]=2[CH:50]=1. (5) Given the reactants [C:1]12([NH:11][C:12](=[O:27])[NH:13][CH:14]3[CH2:19][CH2:18][CH2:17][N:16]([C:20]([O:22]C(C)(C)C)=O)[CH2:15]3)[CH2:10][CH:5]3[CH2:6][CH:7]([CH2:9][CH:3]([CH2:4]3)[CH2:2]1)[CH2:8]2.Cl.[C:29](OC(=O)C)(=O)C.C(N(CC)CC)C, predict the reaction product. The product is: [C:20]([N:16]1[CH2:17][CH2:18][CH2:19][CH:14]([NH:13][C:12]([NH:11][C:1]23[CH2:8][CH:7]4[CH2:9][CH:3]([CH2:4][CH:5]([CH2:6]4)[CH2:10]2)[CH2:2]3)=[O:27])[CH2:15]1)(=[O:22])[CH3:29]. (6) Given the reactants [C:1]1([C:7](=O)[CH2:8][CH:9]([C:12]#[N:13])[C:10]#[N:11])[CH:6]=[CH:5][CH:4]=[CH:3][CH:2]=1.C(N(CC)CC)C.[Br:22][C:23]1[CH:24]=[C:25]([SH:29])[CH:26]=[CH:27][CH:28]=1, predict the reaction product. The product is: [Br:22][C:23]1[CH:24]=[C:25]([S:29][C:10]2[NH:11][C:7]([C:1]3[CH:6]=[CH:5][CH:4]=[CH:3][CH:2]=3)=[CH:8][C:9]=2[C:12]#[N:13])[CH:26]=[CH:27][CH:28]=1. (7) Given the reactants Cl[CH2:2][CH2:3][CH2:4][CH2:5][C:6]([C:8]1[CH:13]=[CH:12][C:11]([F:14])=[CH:10][CH:9]=1)=[O:7].[NH:15]1[CH2:20][CH2:19][CH:18]([C:21]2[CH:22]=[C:23]([NH:27][C:28]([CH:30]3[CH2:32][CH2:31]3)=[O:29])[CH:24]=[CH:25][CH:26]=2)[CH2:17][CH2:16]1, predict the reaction product. The product is: [F:14][C:11]1[CH:12]=[CH:13][C:8]([C:6](=[O:7])[CH2:5][CH2:4][CH2:3][CH2:2][N:15]2[CH2:20][CH2:19][CH:18]([C:21]3[CH:22]=[C:23]([NH:27][C:28]([CH:30]4[CH2:31][CH2:32]4)=[O:29])[CH:24]=[CH:25][CH:26]=3)[CH2:17][CH2:16]2)=[CH:9][CH:10]=1. (8) Given the reactants [O:1]1[C:5]2[CH:6]=[CH:7][C:8]([C:10]3([C:13]([NH:15][C:16]4[N:21]=[C:20]([C:22]5[C:23]([O:29]C)=[N:24][CH:25]=[C:26]([CH3:28])[CH:27]=5)[C:19]([CH3:31])=[CH:18][CH:17]=4)=[O:14])[CH2:12][CH2:11]3)=[CH:9][C:4]=2[CH2:3][CH2:2]1.I[Si](C)(C)C, predict the reaction product. The product is: [O:1]1[C:5]2[CH:6]=[CH:7][C:8]([C:10]3([C:13]([NH:15][C:16]4[CH:17]=[CH:18][C:19]([CH3:31])=[C:20]([C:22]5[C:23](=[O:29])[NH:24][CH:25]=[C:26]([CH3:28])[CH:27]=5)[N:21]=4)=[O:14])[CH2:12][CH2:11]3)=[CH:9][C:4]=2[CH2:3][CH2:2]1. (9) Given the reactants [CH3:1][O:2][C:3]1[CH:8]=[CH:7][C:6]([C:9]2[S:10][C:11]3[CH2:12][C:13]4[C:19]([C:20]5[CH:25]=[CH:24][C:23]([O:26][CH3:27])=[CH:22][CH:21]=5)=[N:18][N:17](COCC[Si](C)(C)C)[C:14]=4[C:15]=3[CH:16]=2)=[CH:5][CH:4]=1.Cl, predict the reaction product. The product is: [CH3:1][O:2][C:3]1[CH:4]=[CH:5][C:6]([C:9]2[S:10][C:11]3[CH2:12][C:13]4[C:19]([C:20]5[CH:21]=[CH:22][C:23]([O:26][CH3:27])=[CH:24][CH:25]=5)=[N:18][NH:17][C:14]=4[C:15]=3[CH:16]=2)=[CH:7][CH:8]=1. (10) Given the reactants [C:1]([C:3]1[CH:24]=[CH:23][C:6]([CH2:7][CH:8]([CH2:21][OH:22])[CH2:9][CH2:10][C:11]2[CH:20]=[CH:19][C:14]([C:15]([O:17][CH3:18])=[O:16])=[CH:13][CH:12]=2)=[CH:5][CH:4]=1)#[N:2].[Cr](Cl)([O-])(=O)=O.[NH+]1C=CC=CC=1, predict the reaction product. The product is: [C:1]([C:3]1[CH:4]=[CH:5][C:6]([CH2:7][CH:8]([CH:21]=[O:22])[CH2:9][CH2:10][C:11]2[CH:12]=[CH:13][C:14]([C:15]([O:17][CH3:18])=[O:16])=[CH:19][CH:20]=2)=[CH:23][CH:24]=1)#[N:2].